From a dataset of Forward reaction prediction with 1.9M reactions from USPTO patents (1976-2016). Predict the product of the given reaction. (1) Given the reactants [CH2:1]([CH:3]1[C:11]2[C:6](=[CH:7][CH:8]=[C:9]([CH3:12])[CH:10]=2)[NH:5][C:4]1=[O:13])[CH3:2].Br[CH2:15][CH2:16][CH2:17][CH2:18][CH2:19][Br:20], predict the reaction product. The product is: [Br:20][CH2:19][CH2:18][CH2:17][CH2:16][CH2:15][C:3]1([CH2:1][CH3:2])[C:11]2[C:6](=[CH:7][CH:8]=[C:9]([CH3:12])[CH:10]=2)[NH:5][C:4]1=[O:13]. (2) Given the reactants C([O:4][CH2:5][C@H:6]([N:8]1[CH:17]=[CH:16][C:15]2[C:10](=[CH:11][CH:12]=[C:13]([Cl:33])[C:14]=2[C:18](=[O:32])[NH:19][CH2:20][C:21]2([OH:31])[CH2:26][CH2:25][CH:24]([C:27]([F:30])([F:29])[F:28])[CH2:23][CH2:22]2)[C:9]1=[O:34])[CH3:7])(=O)C.C(=O)([O-])[O-].[K+].[K+].CO, predict the reaction product. The product is: [Cl:33][C:13]1[CH:12]=[CH:11][C:10]2[C:9](=[O:34])[N:8]([C@H:6]([CH3:7])[CH2:5][OH:4])[CH:17]=[CH:16][C:15]=2[C:14]=1[C:18]([NH:19][CH2:20][C:21]1([OH:31])[CH2:26][CH2:25][CH:24]([C:27]([F:28])([F:30])[F:29])[CH2:23][CH2:22]1)=[O:32]. (3) Given the reactants [CH3:1][C:2]1([CH3:21])[CH2:8][CH2:7][CH2:6][N:5]([C:9]([C:11]2[CH:15]=[C:14]([C:16]3[CH:17]=[N:18][NH:19][CH:20]=3)[S:13][CH:12]=2)=[O:10])[CH2:4][CH2:3]1.C(=O)([O-])[O-].[K+].[K+].Br[CH2:29][CH2:30][OH:31], predict the reaction product. The product is: [CH3:1][C:2]1([CH3:21])[CH2:8][CH2:7][CH2:6][N:5]([C:9]([C:11]2[CH:15]=[C:14]([C:16]3[CH:17]=[N:18][N:19]([CH2:29][CH2:30][OH:31])[CH:20]=3)[S:13][CH:12]=2)=[O:10])[CH2:4][CH2:3]1. (4) Given the reactants Br[CH2:2][CH2:3][CH:4]=[CH2:5].[C:6]1(=[O:16])[NH:10][C:9](=[O:11])[C:8]2=[CH:12][CH:13]=[CH:14][CH:15]=[C:7]12.[K], predict the reaction product. The product is: [CH2:2]([N:10]1[C:6](=[O:16])[C:7]2[C:8](=[CH:12][CH:13]=[CH:14][CH:15]=2)[C:9]1=[O:11])[CH2:3][CH:4]=[CH2:5]. (5) Given the reactants [F:1][CH:2]1[C:11]2[C:6](=[CH:7][CH:8]=[C:9]([N+:12]([O-:14])=[O:13])[CH:10]=2)[C:5](=[O:15])[NH:4][CH:3]1OC.Cl.O1CCOCC1, predict the reaction product. The product is: [F:1][C:2]1[C:11]2[C:6](=[CH:7][CH:8]=[C:9]([N+:12]([O-:14])=[O:13])[CH:10]=2)[C:5]([OH:15])=[N:4][CH:3]=1. (6) Given the reactants [C:1]1(S([O-])(=O)=O)[C:10]2[C:5](=[CH:6][CH:7]=CC=2)[CH:4]=[CH:3][CH:2]=1.[Na+].C=O.P([O-])([O-])([O-])=O.[K+].[K+].[K+].[CH3:26][CH:27]([C:29]1CC[C@H]2C(=CC[C@H]3[C@@](C(O)=O)(C)CCC[C@@]32C)[CH:30]=1)C.[OH-].[K+].S([O-])[O-].C=O.[Na+].[Na+].C=CC1C=CC=CC=1.[N:65]1([CH2:70][CH2:71][CH:72]=[CH:73][C:74]2[CH:79]=[CH:78][CH:77]=[CH:76][CH:75]=2)[CH2:69][CH2:68][CH2:67][CH2:66]1.CC(C(C(C(S)(C)C)(C)C)(C)C)C, predict the reaction product. The product is: [CH2:7]=[CH:6][C:5]1[CH:10]=[CH:1][CH:2]=[CH:3][CH:4]=1.[CH2:26]=[CH:27][CH:29]=[CH2:30].[N:65]1([CH2:70][CH2:71][CH:72]=[CH:73][C:74]2[CH:75]=[CH:76][CH:77]=[CH:78][CH:79]=2)[CH2:69][CH2:68][CH2:67][CH2:66]1. (7) The product is: [Cl:1][C:2]1[CH:3]=[C:4]([C:9]2[N:31]([C:27]3[CH:28]=[N:29][CH:30]=[C:25]([Cl:24])[CH:26]=3)[N:32]=[C:11]([C:20]([OH:22])=[O:21])[CH:10]=2)[CH:5]=[C:6]([F:8])[CH:7]=1. Given the reactants [Cl:1][C:2]1[CH:3]=[C:4]([C:9]2N(C3C=CC=CN=3)N=[C:11]([C:20]([OH:22])=[O:21])[CH:10]=2)[CH:5]=[C:6]([F:8])[CH:7]=1.Cl.[Cl:24][C:25]1[CH:26]=[C:27]([NH:31][NH2:32])[CH:28]=[N:29][CH:30]=1, predict the reaction product.